Dataset: Catalyst prediction with 721,799 reactions and 888 catalyst types from USPTO. Task: Predict which catalyst facilitates the given reaction. (1) Reactant: Cl.C(OC([NH:9][C@@H:10]1[CH2:15][CH2:14][C@H:13]([NH:16][C:17]2[CH:36]=[CH:35][C:34]([N+:37]([O-:39])=[O:38])=[CH:33][C:18]=2[C:19]([NH:21][CH2:22][C:23]2[CH:28]=[CH:27][C:26]([O:29][CH3:30])=[C:25]([O:31][CH3:32])[CH:24]=2)=[O:20])[CH2:12][CH2:11]1)=O)(C)(C)C. Product: [NH2:9][C@@H:10]1[CH2:15][CH2:14][C@H:13]([NH:16][C:17]2[CH:36]=[CH:35][C:34]([N+:37]([O-:39])=[O:38])=[CH:33][C:18]=2[C:19]([NH:21][CH2:22][C:23]2[CH:28]=[CH:27][C:26]([O:29][CH3:30])=[C:25]([O:31][CH3:32])[CH:24]=2)=[O:20])[CH2:12][CH2:11]1. The catalyst class is: 13. (2) Reactant: C([O:3][C:4](=[O:19])[CH2:5][O:6][C:7]1[C:8]2[S:18][CH:17]=[CH:16][C:9]=2[S:10][C:11]=1[C:12]([O:14]C)=[O:13])C.O.[OH-].[Li+]. Product: [C:4]([CH2:5][O:6][C:7]1[C:8]2[S:18][CH:17]=[CH:16][C:9]=2[S:10][C:11]=1[C:12]([OH:14])=[O:13])([OH:19])=[O:3]. The catalyst class is: 30. (3) Reactant: IC.[C:3]([O:7][C:8]([N:10]1[CH2:17][C:16]2[O:15][C:14]([C:18]([OH:20])=[O:19])=[N:13][C:12]=2[CH2:11]1)=[O:9])([CH3:6])([CH3:5])[CH3:4].[C:21]([O-])([O-])=O.[K+].[K+]. Product: [CH3:21][O:19][C:18]([C:14]1[O:15][C:16]2[CH2:17][N:10]([C:8]([O:7][C:3]([CH3:6])([CH3:4])[CH3:5])=[O:9])[CH2:11][C:12]=2[N:13]=1)=[O:20]. The catalyst class is: 18. (4) Reactant: [CH:1]([C@:3]12[CH2:41][CH2:40][C@@H:39]([C:42]([CH3:44])=[CH2:43])[C@@H:4]1[C@@H:5]1[C@@:18]([CH3:21])([CH2:19][CH2:20]2)[C@@:17]2([CH3:22])[C@@H:8]([C@:9]3([CH3:38])[C@@H:14]([CH2:15][CH2:16]2)[C:13]([CH3:24])([CH3:23])[C:12]([C:25]2[CH:37]=[CH:36][C:28]([C:29]([O:31][C:32]([CH3:35])([CH3:34])[CH3:33])=[O:30])=[CH:27][CH:26]=2)=[CH:11][CH2:10]3)[CH2:7][CH2:6]1)=O.Cl.[NH2:46][OH:47].C(=O)([O-])[O-].[K+].[K+]. Product: [OH:47]/[N:46]=[CH:1]/[C@:3]12[CH2:41][CH2:40][C@@H:39]([C:42]([CH3:44])=[CH2:43])[C@@H:4]1[C@@H:5]1[C@@:18]([CH3:21])([CH2:19][CH2:20]2)[C@@:17]2([CH3:22])[C@@H:8]([C@:9]3([CH3:38])[C@@H:14]([CH2:15][CH2:16]2)[C:13]([CH3:23])([CH3:24])[C:12]([C:25]2[CH:37]=[CH:36][C:28]([C:29]([O:31][C:32]([CH3:34])([CH3:33])[CH3:35])=[O:30])=[CH:27][CH:26]=2)=[CH:11][CH2:10]3)[CH2:7][CH2:6]1. The catalyst class is: 14. (5) The catalyst class is: 317. Reactant: [Cl:1][C:2]1[CH:7]=[CH:6][C:5]([C:8]2[CH:12]=[C:11]([CH:13]3[CH2:18][CH2:17][NH:16][CH2:15][CH2:14]3)[N:10]([C:19]3[CH:24]=[CH:23][CH:22]=[CH:21][CH:20]=3)[N:9]=2)=[CH:4][CH:3]=1.Br[CH2:26][CH2:27][C:28]1[CH:33]=[CH:32][CH:31]=[CH:30][N:29]=1. Product: [Cl:1][C:2]1[CH:3]=[CH:4][C:5]([C:8]2[CH:12]=[C:11]([CH:13]3[CH2:18][CH2:17][N:16]([CH2:26][CH2:27][C:28]4[CH:33]=[CH:32][CH:31]=[CH:30][N:29]=4)[CH2:15][CH2:14]3)[N:10]([C:19]3[CH:20]=[CH:21][CH:22]=[CH:23][CH:24]=3)[N:9]=2)=[CH:6][CH:7]=1. (6) The catalyst class is: 2. Product: [Br:15][CH2:1][C:2]1[N:7]=[CH:6][N:5]=[C:4]([C:8]([OH:10])=[O:9])[CH:3]=1. Reactant: [CH3:1][C:2]1[N:7]=[CH:6][N:5]=[C:4]([C:8]([OH:10])=[O:9])[CH:3]=1.C(O)(=O)C.[Br:15]Br. (7) Reactant: Cl[C:2]1[N:7]=[C:6]([N:8]2[CH2:13][CH2:12][CH:11]([C:14]3[CH:19]=[CH:18][N:17]=[CH:16][CH:15]=3)[CH2:10][CH2:9]2)[CH:5]=[CH:4][N:3]=1.C([O-])([O-])=O.[Na+].[Na+].[CH:26]([NH:29][C:30](=[O:48])[CH2:31][O:32][C:33]1[CH:38]=[CH:37][CH:36]=[C:35](B2OC(C)(C)C(C)(C)O2)[CH:34]=1)([CH3:28])[CH3:27]. Product: [CH:26]([NH:29][C:30](=[O:48])[CH2:31][O:32][C:33]1[CH:34]=[CH:35][CH:36]=[C:37]([C:2]2[N:7]=[C:6]([N:8]3[CH2:13][CH2:12][CH:11]([C:14]4[CH:19]=[CH:18][N:17]=[CH:16][CH:15]=4)[CH2:10][CH2:9]3)[CH:5]=[CH:4][N:3]=2)[CH:38]=1)([CH3:28])[CH3:27]. The catalyst class is: 117. (8) Reactant: C([Li])(C)(C)C.[CH3:6][C:7]1[CH:12]=[C:11]([CH3:13])[CH:10]=[C:9]([CH3:14])[N:8]=1.[F:15][C:16]([F:33])([F:32])[C:17](=[O:31])[CH2:18][C:19]([C:22]1[CH:27]=[C:26]([F:28])[CH:25]=[CH:24][C:23]=1[O:29][CH3:30])([CH3:21])[CH3:20]. Product: [F:33][C:16]([F:15])([F:32])[C:17]([CH2:6][C:7]1[CH:12]=[C:11]([CH3:13])[CH:10]=[C:9]([CH3:14])[N:8]=1)([OH:31])[CH2:18][C:19]([C:22]1[CH:27]=[C:26]([F:28])[CH:25]=[CH:24][C:23]=1[O:29][CH3:30])([CH3:21])[CH3:20]. The catalyst class is: 1. (9) Reactant: [H-].[Na+].[Cl:3][C:4]1[CH:9]=[C:8](Cl)[CH:7]=[CH:6][N:5]=1.[CH3:11][C:12]1[N:17]=[C:16]([C:18]2[C:23]([OH:24])=[CH:22][CH:21]=[CH:20][N:19]=2)[CH:15]=[CH:14][CH:13]=1. Product: [Cl:3][C:4]1[CH:9]=[C:8]([O:24][C:23]2[C:18]([C:16]3[CH:15]=[CH:14][CH:13]=[C:12]([CH3:11])[N:17]=3)=[N:19][CH:20]=[CH:21][CH:22]=2)[CH:7]=[CH:6][N:5]=1. The catalyst class is: 3.